From a dataset of Reaction yield outcomes from USPTO patents with 853,638 reactions. Predict the reaction yield, written as a fraction of the theoretical maximum amount of product (1.0 means a 100% yield; for example, 0.34 means a 34% yield). The reactants are Br[C:2]1[CH:9]=[CH:8][C:5]([CH:6]=[O:7])=[CH:4][CH:3]=1.[S:10]1[CH:14]=[CH:13][CH:12]=[C:11]1B(O)O.C([O-])([O-])=O.[Na+].[Na+]. The catalyst is COCCOC.C1COCC1.C1C=CC([P]([Pd]([P](C2C=CC=CC=2)(C2C=CC=CC=2)C2C=CC=CC=2)([P](C2C=CC=CC=2)(C2C=CC=CC=2)C2C=CC=CC=2)[P](C2C=CC=CC=2)(C2C=CC=CC=2)C2C=CC=CC=2)(C2C=CC=CC=2)C2C=CC=CC=2)=CC=1. The product is [S:10]1[CH:14]=[CH:13][CH:12]=[C:11]1[C:2]1[CH:9]=[CH:8][C:5]([CH:6]=[O:7])=[CH:4][CH:3]=1. The yield is 0.780.